This data is from Full USPTO retrosynthesis dataset with 1.9M reactions from patents (1976-2016). The task is: Predict the reactants needed to synthesize the given product. (1) Given the product [CH3:39][N:37]([CH3:38])[CH2:36][CH2:35][O:34][C:25]1[CH:26]=[CH:27][C:28]2[C:33](=[CH:32][CH:31]=[CH:30][CH:29]=2)[C:24]=1[CH2:23][CH2:22][O:21][C:16]1[CH:17]=[CH:18][CH:19]=[CH:20][C:15]=1[S:12]([NH:11][CH:8]([CH:9]=[O:10])[CH2:7][C:6]([OH:40])=[O:5])(=[O:14])=[O:13], predict the reactants needed to synthesize it. The reactants are: C([O:5][C:6](=[O:40])[CH2:7][CH:8]([NH:11][S:12]([C:15]1[CH:20]=[CH:19][CH:18]=[CH:17][C:16]=1[O:21][CH2:22][CH2:23][C:24]1[C:33]2[C:28](=[CH:29][CH:30]=[CH:31][CH:32]=2)[CH:27]=[CH:26][C:25]=1[O:34][CH2:35][CH2:36][N:37]([CH3:39])[CH3:38])(=[O:14])=[O:13])[CH:9]=[O:10])(C)(C)C.FC(F)(F)C(O)=O. (2) The reactants are: I[C:2]1[CH:7]=[CH:6][C:5]([CH2:8][C:9]([OH:11])=[O:10])=[CH:4][CH:3]=1.[N:12]1[C:16]2[CH:17]=[CH:18][CH:19]=[CH:20][C:15]=2[NH:14][CH:13]=1.N1C2C(=CC=C3C=2N=CC=C3)C=CC=1.C([O-])([O-])=O.[Cs+].[Cs+].Cl. Given the product [N:12]1([C:2]2[CH:7]=[CH:6][C:5]([CH2:8][C:9]([OH:11])=[O:10])=[CH:4][CH:3]=2)[C:16]2[CH:17]=[CH:18][CH:19]=[CH:20][C:15]=2[N:14]=[CH:13]1, predict the reactants needed to synthesize it. (3) Given the product [C:23]([C:27]1[CH:28]=[CH:29][C:30]([C:33]2[NH:37][C:36]3[CH:38]=[CH:39][CH:40]=[C:41]([N:42]4[CH2:47][CH2:46][N:45]([CH:2]([C:4]5[CH:5]=[C:6]6[C:11](=[CH:12][CH:13]=5)[N:10]=[CH:9][CH:8]=[N:7]6)[CH3:3])[CH2:44][CH2:43]4)[C:35]=3[N:34]=2)=[CH:31][CH:32]=1)([CH3:26])([CH3:24])[CH3:25], predict the reactants needed to synthesize it. The reactants are: Br[CH:2]([C:4]1[CH:5]=[C:6]2[C:11](=[CH:12][CH:13]=1)[N:10]=[CH:9][CH:8]=[N:7]2)[CH3:3].C(N(C(C)C)CC)(C)C.[C:23]([C:27]1[CH:32]=[CH:31][C:30]([C:33]2[NH:37][C:36]3[CH:38]=[CH:39][CH:40]=[C:41]([N:42]4[CH2:47][CH2:46][NH:45][CH2:44][CH2:43]4)[C:35]=3[N:34]=2)=[CH:29][CH:28]=1)([CH3:26])([CH3:25])[CH3:24]. (4) The reactants are: [Na:1].CC1(C)O[C@H](C[O:9][C:10]2[CH:15]=[CH:14][N:13]=[C:12]([CH2:16][S:17]([C:19]3[NH:23][C:22]4[CH:24]=[CH:25][CH:26]=[CH:27][C:21]=4[N:20]=3)=[O:18])[C:11]=2[CH3:28])CO1.[CH3:30][C:31]1([CH3:43])[CH2:36][O:35][C:34]2([CH2:41][CH2:40][CH:39](O)[CH2:38][CH2:37]2)[O:33][CH2:32]1. Given the product [Na:1].[CH3:30][C:31]1([CH3:43])[CH2:32][O:33][C:34]2([CH2:37][CH2:38][CH:39]([O:9][C:10]3[CH:15]=[CH:14][N:13]=[C:12]([CH2:16][S:17]([C:19]4[NH:23][C:22]5[CH:24]=[CH:25][CH:26]=[CH:27][C:21]=5[N:20]=4)=[O:18])[C:11]=3[CH3:28])[CH2:40][CH2:41]2)[O:35][CH2:36]1, predict the reactants needed to synthesize it. (5) Given the product [Cl:21][C:22]1[C:23]([F:31])=[C:24]([C:25]2[O:15][N:14]=[C:13]([CH2:12][N:8]3[C:9]4[C:5](=[C:4]([C:17]([F:19])([F:20])[F:18])[C:3]([C:1]#[N:2])=[CH:11][CH:10]=4)[CH:6]=[CH:7]3)[N:16]=2)[CH:28]=[CH:29][CH:30]=1, predict the reactants needed to synthesize it. The reactants are: [C:1]([C:3]1[C:4]([C:17]([F:20])([F:19])[F:18])=[C:5]2[C:9](=[CH:10][CH:11]=1)[N:8]([CH2:12][C:13](=[NH:16])[NH:14][OH:15])[CH:7]=[CH:6]2)#[N:2].[Cl:21][C:22]1[C:23]([F:31])=[C:24]([CH:28]=[CH:29][CH:30]=1)[C:25](O)=O. (6) Given the product [F:6][C:7]1[CH:12]=[CH:11][C:10]([N:13]2[C:20](=[S:21])[N:19]([C:22]3[CH:23]=[C:24]([C:30]([F:32])([F:33])[F:31])[C:25]([C:28]#[N:29])=[N:26][CH:27]=3)[C:18](=[O:34])[C:14]32[CH2:15][CH2:16][CH2:17]3)=[CH:9][C:8]=1[OH:35], predict the reactants needed to synthesize it. The reactants are: C[Si](I)(C)C.[F:6][C:7]1[CH:12]=[CH:11][C:10]([N:13]2[C:20](=[S:21])[N:19]([C:22]3[CH:23]=[C:24]([C:30]([F:33])([F:32])[F:31])[C:25]([C:28]#[N:29])=[N:26][CH:27]=3)[C:18](=[O:34])[C:14]32[CH2:17][CH2:16][CH2:15]3)=[CH:9][C:8]=1[O:35]C.O. (7) The reactants are: [Cl:1][C:2]1[CH:9]=[C:8]([C:10]2[C:11]([CH3:28])=[N:12][N:13]([CH2:16][C:17]3[CH:27]=[CH:26][C:20]4[C:21](=[O:25])[O:22][C:23](=O)[C:19]=4[CH:18]=3)[C:14]=2[CH3:15])[CH:7]=[CH:6][C:3]=1[C:4]#[N:5].[CH3:29][NH2:30].C1COCC1.C(OC(=O)C)(=O)C.[Cl-].[NH4+]. Given the product [Cl:1][C:2]1[CH:9]=[C:8]([C:10]2[C:11]([CH3:28])=[N:12][N:13]([CH2:16][C:17]3[CH:18]=[C:19]4[C:20](=[CH:26][CH:27]=3)[C:21](=[O:25])[N:30]([CH3:29])[C:23]4=[O:22])[C:14]=2[CH3:15])[CH:7]=[CH:6][C:3]=1[C:4]#[N:5], predict the reactants needed to synthesize it. (8) Given the product [CH3:10][C:11]1[CH:17]=[C:16]([OH:18])[C:15]([CH3:19])=[CH:14][C:12]=1[NH:13][C:2]1[N:7]=[C:6]([NH:13][C:12]2[CH:14]=[C:15]([CH3:19])[C:16]([OH:18])=[CH:17][C:11]=2[CH3:10])[C:5]([F:9])=[CH:4][N:3]=1, predict the reactants needed to synthesize it. The reactants are: Cl[C:2]1[N:7]=[C:6](Cl)[C:5]([F:9])=[CH:4][N:3]=1.[CH3:10][C:11]1[CH:17]=[C:16]([OH:18])[C:15]([CH3:19])=[CH:14][C:12]=1[NH2:13]. (9) Given the product [CH3:18][C:15]1[S:16][CH:17]=[C:13]([C:6]2[C:5]3[C:10](=[CH:11][C:2]([C:8]([O:9][CH3:10])=[O:12])=[CH:3][CH:4]=3)[O:9][C:8](=[O:12])[CH:7]=2)[N:14]=1, predict the reactants needed to synthesize it. The reactants are: Br[C:2]1[CH:11]=[C:10]2[C:5]([C:6]([C:13]3[N:14]=[C:15]([CH3:18])[S:16][CH:17]=3)=[CH:7][C:8](=[O:12])[O:9]2)=[CH:4][CH:3]=1.C(N(CC)CC)C.[C]=O. (10) Given the product [Cl:1][C:2]1[CH:3]=[C:4]2[C:8](=[CH:9][CH:10]=1)[NH:7][C:6]([C:11]([NH:29][CH2:28][CH2:27][N:24]1[CH2:25][CH2:26][N:21]([CH3:20])[CH2:22][CH2:23]1)=[O:12])=[C:5]2[C:14]1[CH:15]=[CH:16][CH:17]=[CH:18][CH:19]=1, predict the reactants needed to synthesize it. The reactants are: [Cl:1][C:2]1[CH:3]=[C:4]2[C:8](=[CH:9][CH:10]=1)[NH:7][C:6]([C:11](O)=[O:12])=[C:5]2[C:14]1[CH:19]=[CH:18][CH:17]=[CH:16][CH:15]=1.[CH3:20][N:21]1[CH2:26][CH2:25][N:24]([CH2:27][CH2:28][NH2:29])[CH2:23][CH2:22]1.CN(C(ON1N=NC2C=CC=NC1=2)=[N+](C)C)C.F[P-](F)(F)(F)(F)F.C(N(C(C)C)CC)(C)C.